From a dataset of Reaction yield outcomes from USPTO patents with 853,638 reactions. Predict the reaction yield, written as a fraction of the theoretical maximum amount of product (1.0 means a 100% yield; for example, 0.34 means a 34% yield). (1) The reactants are [Cl:1][C:2]1[C:6]([NH:7][C:8](=[O:10])[CH3:9])=[CH:5][N:4]([C:11]2[CH:12]=[N:13][CH:14]=[CH:15][CH:16]=2)[N:3]=1.O1CC[CH2:19][CH2:18]1.CC(C)([O-])C.[Na+].C(Br)C. The catalyst is O.C(OCC)(=O)C. The product is [Cl:1][C:2]1[C:6]([N:7]([CH2:18][CH3:19])[C:8](=[O:10])[CH3:9])=[CH:5][N:4]([C:11]2[CH:12]=[N:13][CH:14]=[CH:15][CH:16]=2)[N:3]=1. The yield is 0.890. (2) The reactants are [CH3:1][O:2][CH:3]=[CH:4][C:5]([O:7][Si](C)(C)C)=[CH2:6].[C:12]([O:16][CH2:17][CH3:18])(=[O:15])C=O.O.C(O)(C(F)(F)F)=O. The yield is 1.00. The product is [CH2:17]([O:16][C:12]([CH:1]1[CH2:6][C:5](=[O:7])[CH:4]=[CH:3][O:2]1)=[O:15])[CH3:18]. The catalyst is C1COCC1.C1(C)C=CC=CC=1. (3) The reactants are N1C=CC=CC=1.[S:7]([O:14]S(C(F)(F)F)(=O)=O)([C:10]([F:13])([F:12])[F:11])(=[O:9])=[O:8].[C:22]([O:26][C:27]([C:29]1([CH2:38]O)[CH2:34][CH2:33][N:32]([C:35](=[O:37])[CH3:36])[CH2:31][CH2:30]1)=[O:28])([CH3:25])([CH3:24])[CH3:23]. The catalyst is C(Cl)Cl. The product is [C:22]([O:26][C:27]([C:29]1([CH2:38][O:14][S:7]([C:10]([F:13])([F:12])[F:11])(=[O:9])=[O:8])[CH2:34][CH2:33][N:32]([C:35](=[O:37])[CH3:36])[CH2:31][CH2:30]1)=[O:28])([CH3:25])([CH3:23])[CH3:24]. The yield is 0.860. (4) The reactants are C(O[BH-](OC(=O)C)OC(=O)C)(=O)C.[Na+].[N:15]1[CH:16]=[CH:17][N:18]2[CH:23]=[CH:22][C:21]([CH:24]=[O:25])=[N:20][C:19]=12. The catalyst is CO. The product is [N:15]1[CH:16]=[CH:17][N:18]2[CH:23]=[CH:22][C:21]([CH2:24][OH:25])=[N:20][C:19]=12. The yield is 0.990. (5) The reactants are C([O:8][C:9]1[C:14]([CH3:15])=[CH:13][C:12]([C:16]2[CH:25]=[C:24]3[C:19]([C:20]([O:30][CH:31]([CH3:33])[CH3:32])=[CH:21][C:22]([O:26][CH:27]([CH3:29])[CH3:28])=[N:23]3)=[C:18](N)[N:17]=2)=[CH:11][C:10]=1[CH3:35])C1C=CC=CC=1.[H][H].C[OH:39]. The catalyst is [Pd]. The product is [OH:8][C:9]1[C:14]([CH3:15])=[CH:13][C:12]([C:16]2[NH:17][C:18](=[O:39])[C:19]3[C:20]([O:30][CH:31]([CH3:33])[CH3:32])=[CH:21][C:22]([O:26][CH:27]([CH3:28])[CH3:29])=[N:23][C:24]=3[CH:25]=2)=[CH:11][C:10]=1[CH3:35]. The yield is 0.432.